From a dataset of Full USPTO retrosynthesis dataset with 1.9M reactions from patents (1976-2016). Predict the reactants needed to synthesize the given product. (1) Given the product [CH3:18][C:5]1[CH:4]=[C:3]([C:1]2[S:22][C:21]3[CH:23]=[CH:24][CH:25]=[CH:26][C:20]=3[C:19](=[O:27])[N:2]=2)[N:8]=[C:7]([CH2:9][CH2:10][C:11]([O:13][C:14]([CH3:15])([CH3:17])[CH3:16])=[O:12])[CH:6]=1, predict the reactants needed to synthesize it. The reactants are: [C:1]([C:3]1[N:8]=[C:7]([CH2:9][CH2:10][C:11]([O:13][C:14]([CH3:17])([CH3:16])[CH3:15])=[O:12])[CH:6]=[C:5]([CH3:18])[CH:4]=1)#[N:2].[C:19](OC)(=[O:27])[C:20]1[C:21](=[CH:23][CH:24]=[CH:25][CH:26]=1)[SH:22].C(N(CC)CC)C. (2) Given the product [OH:28][C:6]1[CH:5]=[CH:4][CH:3]=[CH:2][C:1]=1[CH:7]=[CH:8][C:9]([C:11]1[CH:16]=[CH:15][C:14]([O:17][CH3:18])=[CH:13][CH:12]=1)=[O:10], predict the reactants needed to synthesize it. The reactants are: [C:1]1([CH:7]=[CH:8][C:9]([C:11]2[CH:16]=[CH:15][CH:14]=[CH:13][CH:12]=2)=[O:10])[CH:6]=[CH:5][CH:4]=[CH:3][CH:2]=1.[OH:17][CH2:18]C(C1C=CC=CC=1)=O.C[O:28]C1C=CC(C=O)=CC=1.[OH-].[K+].